From a dataset of Full USPTO retrosynthesis dataset with 1.9M reactions from patents (1976-2016). Predict the reactants needed to synthesize the given product. Given the product [Cl:8][C:6]1[CH:5]=[C:4]([S:9]([N:12]([CH2:30][C:31]([OH:33])=[O:32])[C:13]2[CH:14]=[C:15]3[C:19](=[CH:20][CH:21]=2)[N:18]([C:22]2[NH:23][C:24](=[O:36])[NH:25][C:26](=[O:34])[CH:27]=2)[CH:17]=[CH:16]3)(=[O:11])=[O:10])[CH:3]=[C:2]([Cl:1])[CH:7]=1, predict the reactants needed to synthesize it. The reactants are: [Cl:1][C:2]1[CH:3]=[C:4]([S:9]([N:12]([CH2:30][C:31]([OH:33])=[O:32])[C:13]2[CH:14]=[C:15]3[C:19](=[CH:20][CH:21]=2)[N:18]([C:22]2[CH:27]=[C:26](Cl)[N:25]=[C:24](Cl)[N:23]=2)[CH:17]=[CH:16]3)(=[O:11])=[O:10])[CH:5]=[C:6]([Cl:8])[CH:7]=1.[OH-:34].[Na+].[OH:36]O.